From a dataset of Forward reaction prediction with 1.9M reactions from USPTO patents (1976-2016). Predict the product of the given reaction. (1) Given the reactants [CH3:1][N:2]1[C@@H:12]2[CH2:13][C:14]3[CH:19]=[CH:18][C:17]([OH:20])=[C:16]4[O:21][C@H:6]5[C:7]([CH:9]=[CH:10][C@:11]2([OH:22])[C@:5]5([C:15]=34)[CH2:4][CH2:3]1)=[O:8].[Na+].[Br-].C([O-])(O)=O.[Na+].ClC[CH:32]1[CH2:34][CH2:33]1, predict the reaction product. The product is: [CH:19]1[C:14]2[CH2:13][C@H:12]3[N:2]([CH2:1][CH:32]4[CH2:34][CH2:33]4)[CH2:3][CH2:4][C@:5]45[C@H:6]([C:7]([CH2:9][CH2:10][C@@:11]34[OH:22])=[O:8])[O:21][C:16]([C:15]=25)=[C:17]([OH:20])[CH:18]=1. (2) Given the reactants [CH2:1]([NH2:5])[CH2:2][CH2:3][CH3:4].[CH:6]([N:9]=[C:10]=[N:11][CH:12]([CH3:14])[CH3:13])([CH3:8])[CH3:7], predict the reaction product. The product is: [CH2:1]([NH:5][C:10]([NH:11][CH:12]([CH3:14])[CH3:13])=[N:9][CH:6]([CH3:8])[CH3:7])[CH2:2][CH2:3][CH3:4]. (3) Given the reactants C(OC(N([C@@H]1CCN(S([C:18]2[C:19]3[C:20](Br)=[CH:21][N:22]=[CH:23][C:24]=3[CH:25]=[CH:26][CH:27]=2)(=O)=O)C1)C)=O)(C)(C)C.C(O[C:34]([N:36]([C@@H:38]1CCN[CH2:39]1)C)=O)(C)(C)C, predict the reaction product. The product is: [CH2:23]([N:22]1[CH2:21][CH2:20][C@@H:38]([NH:36][CH3:34])[CH2:39]1)[C:24]1[CH:19]=[CH:18][CH:27]=[CH:26][CH:25]=1. (4) Given the reactants [NH:1]1[CH:5]=[CH:4][N:3]=[CH:2]1.C[O:7][CH:8](O)[C:9]([F:12])([F:11])[F:10], predict the reaction product. The product is: [F:10][C:9]([F:12])([F:11])[CH:8]([C:4]1[NH:3][CH:2]=[N:1][CH:5]=1)[OH:7]. (5) Given the reactants [Br:1][C:2]1[CH:3]=[C:4]([O:14][CH3:15])[C:5]([O:12][CH3:13])=[C:6]([CH:8](O)[CH2:9][CH3:10])[CH:7]=1.CCN(S(F)(F)[F:22])CC, predict the reaction product. The product is: [Br:1][C:2]1[CH:3]=[C:4]([O:14][CH3:15])[C:5]([O:12][CH3:13])=[C:6]([CH:8]([F:22])[CH2:9][CH3:10])[CH:7]=1. (6) Given the reactants [C:1]([O:5][C:6]([NH:8][C@H:9]1[CH2:14][C@@H:13]([CH3:15])[CH2:12][N:11]([C:16]2[CH:21]=[CH:20][N:19]=[CH:18][C:17]=2[NH:22][C:23]([C:25]2[C:29]3=[N:30][CH:31]=[C:32]([CH:34]=[CH2:35])[CH:33]=[C:28]3[O:27][C:26]=2[NH:36][C:37](=[O:43])[O:38][C:39]([CH3:42])([CH3:41])[CH3:40])=[O:24])[CH2:10]1)=[O:7])([CH3:4])([CH3:3])[CH3:2], predict the reaction product. The product is: [C:39]([O:38][C:37]([NH:36][C:26]1[O:27][C:28]2[C:29](=[N:30][CH:31]=[C:32]([CH2:34][CH3:35])[CH:33]=2)[C:25]=1[C:23]([NH:22][C:17]1[CH:18]=[N:19][CH:20]=[CH:21][C:16]=1[N:11]1[CH2:12][C@H:13]([CH3:15])[CH2:14][C@H:9]([NH:8][C:6](=[O:7])[O:5][C:1]([CH3:2])([CH3:4])[CH3:3])[CH2:10]1)=[O:24])=[O:43])([CH3:40])([CH3:41])[CH3:42]. (7) Given the reactants [Br:1][C:2]1[CH:7]=[CH:6][N:5]2[C:8]([C:11]([NH:13][C:14]3[CH:15]=[C:16]([CH:20]=[CH:21][C:22]=3[F:23])[C:17](O)=[O:18])=[O:12])=[CH:9][N:10]=[C:4]2[CH:3]=1.S(Cl)(Cl)=O.NC1C=C(C=CC=1F)C([NH:34][CH2:35][CH2:36][N:37]1[C@H:42]([CH3:43])[CH2:41][CH2:40][CH2:39][C@@H:38]1[CH3:44])=O, predict the reaction product. The product is: [Br:1][C:2]1[CH:7]=[CH:6][N:5]2[C:8]([C:11]([NH:13][C:14]3[CH:15]=[C:16]([C:17](=[O:18])[NH:34][CH2:35][CH2:36][N:37]4[C@H:42]([CH3:43])[CH2:41][CH2:40][CH2:39][C@@H:38]4[CH3:44])[CH:20]=[CH:21][C:22]=3[F:23])=[O:12])=[CH:9][N:10]=[C:4]2[CH:3]=1. (8) Given the reactants C(OC(=O)NC1[CH2:17][C:16]2[C:11](=[CH:12][CH:13]=[C:14]([Sn](CCCC)(CCCC)CCCC)[CH:15]=2)N([CH2:17][C:16]2[CH:15]=[CH:14][CH:13]=[CH:12][CH:11]=2)C1=O)(C)(C)C.[CH2:40]([N:47]1[C:56]2[C:51](=[CH:52][C:53](Br)=[CH:54][CH:55]=2)[CH2:50][CH:49]([NH:58][S:59]([C:62]2[CH:67]=[CH:66][CH:65]=[CH:64][CH:63]=2)(=[O:61])=[O:60])[C:48]1=[O:68])[C:41]1[CH:46]=[CH:45][CH:44]=[CH:43][CH:42]=1.BrC1C=CC=CC=1, predict the reaction product. The product is: [CH2:40]([N:47]1[C:56]2[C:51](=[CH:52][C:53]([CH2:17][C:16]3[CH:11]=[CH:12][CH:13]=[CH:14][CH:15]=3)=[CH:54][CH:55]=2)[CH2:50][CH:49]([NH:58][S:59]([C:62]2[CH:67]=[CH:66][CH:65]=[CH:64][CH:63]=2)(=[O:61])=[O:60])[C:48]1=[O:68])[C:41]1[CH:46]=[CH:45][CH:44]=[CH:43][CH:42]=1. (9) Given the reactants Cl.[C:2](=[NH:5])([NH2:4])[CH3:3].C(=O)(O)[O-].[Na+].Br[CH2:12][C:13]([C:15]1[CH:23]=[C:22]2[C:18]([C:19]([CH3:27])([CH3:26])[C:20](=[O:25])[N:21]2[CH3:24])=[CH:17][CH:16]=1)=O, predict the reaction product. The product is: [CH3:24][N:21]1[C:22]2[C:18](=[CH:17][CH:16]=[C:15]([C:13]3[NH:4][C:2]([CH3:3])=[N:5][CH:12]=3)[CH:23]=2)[C:19]([CH3:26])([CH3:27])[C:20]1=[O:25]. (10) Given the reactants Cl(O)(=O)(=O)=O.[Cl:6][C:7]1[CH:49]=[CH:48][C:10]([CH2:11][NH:12][C:13]([C:15]2[C:16](=[O:47])[C:17]3[CH:35]=[C:34]([CH2:36][N:37]([CH2:39][C@H:40]([C:42]4[O:43][CH:44]=[CH:45][CH:46]=4)[OH:41])[CH3:38])[S:33][C:18]=3[N:19]([CH2:21][CH2:22][O:23][CH2:24][CH2:25][O:26]C3CCCCO3)[CH:20]=2)=[O:14])=[CH:9][CH:8]=1, predict the reaction product. The product is: [Cl:6][C:7]1[CH:49]=[CH:48][C:10]([CH2:11][NH:12][C:13]([C:15]2[C:16](=[O:47])[C:17]3[CH:35]=[C:34]([CH2:36][N:37]([CH2:39][C@H:40]([C:42]4[O:43][CH:44]=[CH:45][CH:46]=4)[OH:41])[CH3:38])[S:33][C:18]=3[N:19]([CH2:21][CH2:22][O:23][CH2:24][CH2:25][OH:26])[CH:20]=2)=[O:14])=[CH:9][CH:8]=1.